Dataset: Full USPTO retrosynthesis dataset with 1.9M reactions from patents (1976-2016). Task: Predict the reactants needed to synthesize the given product. (1) Given the product [CH3:15][N:10]1[C:9]2[CH:16]=[CH:17][C:18]([C:20]3[CH:25]=[CH:24][CH:23]=[CH:22][CH:21]=3)=[CH:19][C:8]=2[C:7]([C:32]2[CH:33]=[C:28]([CH:29]=[CH:30][CH:31]=2)[CH:26]=[O:27])=[N:13][CH2:12][C:11]1=[O:14], predict the reactants needed to synthesize it. The reactants are: CN(C=O)C.Cl[C:7]1[C:8]2[CH:19]=[C:18]([C:20]3[CH:25]=[CH:24][CH:23]=[CH:22][CH:21]=3)[CH:17]=[CH:16][C:9]=2[N:10]([CH3:15])[C:11](=[O:14])[CH2:12][N:13]=1.[CH:26]([C:28]1[CH:29]=[C:30](B(O)O)[CH:31]=[CH:32][CH:33]=1)=[O:27].P([O-])([O-])([O-])=O.[K+].[K+].[K+]. (2) The reactants are: Br[C:2]1[N:7]=[C:6]([C:8]([O:10][CH3:11])=[O:9])[CH:5]=[CH:4][C:3]=1[F:12].[F:13][C:14]1[CH:15]=[C:16]([N:30]2[CH2:35][CH2:34][O:33][CH2:32][CH2:31]2)[CH:17]=[C:18]([F:29])[C:19]=1B1OC(C)(C)C(C)(C)O1. Given the product [F:13][C:14]1[CH:15]=[C:16]([N:30]2[CH2:31][CH2:32][O:33][CH2:34][CH2:35]2)[CH:17]=[C:18]([F:29])[C:19]=1[C:2]1[N:7]=[C:6]([C:8]([O:10][CH3:11])=[O:9])[CH:5]=[CH:4][C:3]=1[F:12], predict the reactants needed to synthesize it.